Task: Predict which catalyst facilitates the given reaction.. Dataset: Catalyst prediction with 721,799 reactions and 888 catalyst types from USPTO Reactant: [NH2:1][C@@H:2]([CH2:5][CH3:6])[CH2:3][OH:4].[C:7](=O)([O:13]C(C)(C)C)[O:8][C:9]([CH3:12])([CH3:11])[CH3:10].C(N(CC)CC)C. Product: [OH:4][CH2:3][C@@H:2]([NH:1][C:7](=[O:13])[O:8][C:9]([CH3:12])([CH3:11])[CH3:10])[CH2:5][CH3:6]. The catalyst class is: 1.